Dataset: Reaction yield outcomes from USPTO patents with 853,638 reactions. Task: Predict the reaction yield, written as a fraction of the theoretical maximum amount of product (1.0 means a 100% yield; for example, 0.34 means a 34% yield). (1) The reactants are Cl.[NH2:2][CH2:3][CH2:4][N:5]1[C:9]2[CH:10]=[CH:11][CH:12]=[CH:13][C:8]=2[NH:7][C:6]1=[O:14].[C:15](O[C:15]([O:16][C:17]([CH3:20])([CH3:19])[CH3:18])=[O:21])(=[O:21])[O:16][C:17]([CH3:20])([CH3:19])[CH3:18]. The product is [O:14]=[C:6]1[N:5]([CH2:4][CH2:3][NH:2][C:15](=[O:21])[O:16][C:17]([CH3:20])([CH3:19])[CH3:18])[C:9]2[CH:10]=[CH:11][CH:12]=[CH:13][C:8]=2[NH:7]1. The yield is 0.850. The catalyst is C1COCC1. (2) The reactants are [CH3:1][C:2]1[CH:3]=[CH:4][C:5]([C:21]([NH:23][C:24]2[CH:25]=[C:26]([C:36]([F:39])([F:38])[F:37])[CH:27]=[C:28]([N:30]3[CH:34]=[N:33][C:32]([CH3:35])=[CH:31]3)[CH:29]=2)=[O:22])=[CH:6][C:7]=1[NH:8][C:9]1[N:10]=[CH:11][CH:12]=[C:13]([C:15]2[CH:16]=[CH:17][CH:18]=[N:19][CH:20]=2)[N:14]=1.[ClH:40].O. The catalyst is C(O)C. The product is [CH3:1][C:2]1[CH:3]=[CH:4][C:5]([C:21]([NH:23][C:24]2[CH:25]=[C:26]([C:36]([F:38])([F:39])[F:37])[CH:27]=[C:28]([N:30]3[CH:34]=[N:33][C:32]([CH3:35])=[CH:31]3)[CH:29]=2)=[O:22])=[CH:6][C:7]=1[NH:8][C:9]1[N:10]=[CH:11][CH:12]=[C:13]([C:15]2[CH:16]=[CH:17][CH:18]=[N:19][CH:20]=2)[N:14]=1.[ClH:40]. The yield is 0.730. (3) The product is [Br:1][C:2]1[CH:7]=[C:6]([CH2:8][N:24]([C:22]([O:21][C:17]([CH3:20])([CH3:19])[CH3:18])=[O:23])[C:25](=[O:31])[O:26][C:27]([CH3:29])([CH3:30])[CH3:28])[C:5]([F:10])=[CH:4][N:3]=1. The reactants are [Br:1][C:2]1[CH:7]=[C:6]([CH2:8]Cl)[C:5]([F:10])=[CH:4][N:3]=1.C([O-])([O-])=O.[K+].[K+].[C:17]([O:21][C:22]([NH:24][C:25](=[O:31])[O:26][C:27]([CH3:30])([CH3:29])[CH3:28])=[O:23])([CH3:20])([CH3:19])[CH3:18]. The yield is 0.680. The catalyst is CN(C)C=O.